From a dataset of Reaction yield outcomes from USPTO patents with 853,638 reactions. Predict the reaction yield, written as a fraction of the theoretical maximum amount of product (1.0 means a 100% yield; for example, 0.34 means a 34% yield). (1) The reactants are C(=O)([O-])[O-].[Na+].[Na+].[Cl:7][C:8]1[C:13]([F:14])=[C:12](B(O)O)[CH:11]=[CH:10][N:9]=1.[Cl:18][C:19]1[N:24]=[C:23](Cl)[CH:22]=[CH:21][N:20]=1.B(O)O. The catalyst is O.C1C=CC(P(C2C=CC=CC=2)[C-]2C=CC=C2)=CC=1.C1C=CC(P(C2C=CC=CC=2)[C-]2C=CC=C2)=CC=1.Cl[Pd]Cl.[Fe+2].O1CCOCC1.O. The product is [Cl:18][C:19]1[N:24]=[C:23]([C:12]2[CH:11]=[CH:10][N:9]=[C:8]([Cl:7])[C:13]=2[F:14])[CH:22]=[CH:21][N:20]=1. The yield is 0.720. (2) The reactants are [F:1][C:2]1[CH:3]=[C:4]([C:9]2[CH:10]=[C:11]([CH:16]=[CH:17][N:18]=2)[C:12]([O:14][CH3:15])=[O:13])[CH:5]=[CH:6][C:7]=1[F:8].[ClH:19]. The catalyst is [Pt](=O)=O. The product is [ClH:19].[F:1][C:2]1[CH:3]=[C:4]([CH:9]2[CH2:10][CH:11]([C:12]([O:14][CH3:15])=[O:13])[CH2:16][CH2:17][NH:18]2)[CH:5]=[CH:6][C:7]=1[F:8]. The yield is 0.900. (3) The reactants are [Br:1][C:2]1[CH:7]=[CH:6][C:5]([C@@H:8]([N:10]2[CH2:15][CH2:14][C@:13]([CH2:22][C:23](=[O:25])[CH3:24])([C:16]3[CH:21]=[CH:20][CH:19]=[CH:18][CH:17]=3)[O:12][C:11]2=[O:26])[CH3:9])=[CH:4][CH:3]=1.[CH3:27][Mg]Br. The catalyst is C1COCC1. The product is [Br:1][C:2]1[CH:7]=[CH:6][C:5]([C@@H:8]([N:10]2[CH2:15][CH2:14][C@:13]([CH2:22][C:23]([OH:25])([CH3:27])[CH3:24])([C:16]3[CH:17]=[CH:18][CH:19]=[CH:20][CH:21]=3)[O:12][C:11]2=[O:26])[CH3:9])=[CH:4][CH:3]=1. The yield is 0.650. (4) The reactants are [CH3:1][O:2][C:3]([C:5]1[N:6]([CH3:26])[N:7]=[C:8]([O:10][CH2:11][C:12]2[C:13]([C:19]3[CH:24]=[CH:23][C:22]([Cl:25])=[CH:21][CH:20]=3)=[N:14][O:15][C:16]=2[CH:17]=[O:18])[CH:9]=1)=[O:4].COC(C1N(C)N=C(OCC2C(C3C=CC(F)=CC=3)=NOC=2C=O)C=1)=O. The yield is 1.00. No catalyst specified. The product is [CH3:1][O:2][C:3]([C:5]1[N:6]([CH3:26])[N:7]=[C:8]([O:10][CH2:11][C:12]2[C:13]([C:19]3[CH:20]=[CH:21][C:22]([Cl:25])=[CH:23][CH:24]=3)=[N:14][O:15][C:16]=2[CH2:17][OH:18])[CH:9]=1)=[O:4]. (5) The reactants are [CH2:1]([O:8][CH2:9][Li])[C:2]1[CH:7]=[CH:6][CH:5]=[CH:4][CH:3]=1.[Sn](COCC1C=CC=CC=1)(CCCC)(CCCC)CCCC.[Li]CCCC.[Br:38][C:39]1[CH:44]=[CH:43][C:42]([NH:45][C:46]2[C:47]([CH:56]=[O:57])=[CH:48][C:49]3[NH:53][CH:52]=[N:51][C:50]=3[C:54]=2[F:55])=[C:41]([Cl:58])[CH:40]=1. The catalyst is C1COCC1. The product is [CH2:1]([O:8][CH2:9][CH:56]([C:47]1[C:46]([NH:45][C:42]2[CH:43]=[CH:44][C:39]([Br:38])=[CH:40][C:41]=2[Cl:58])=[C:54]([F:55])[C:50]2[N:51]=[CH:52][NH:53][C:49]=2[CH:48]=1)[OH:57])[C:2]1[CH:7]=[CH:6][CH:5]=[CH:4][CH:3]=1. The yield is 0.680. (6) The reactants are [CH2:1]([N:8]1[CH2:25][CH:24]([CH:26]([OH:29])CO)[O:23][C:10]2([CH2:15][CH2:14][N:13]([C:16]([O:18][C:19]([CH3:22])([CH3:21])[CH3:20])=[O:17])[CH2:12][CH2:11]2)[CH2:9]1)[C:2]1[CH:7]=[CH:6][CH:5]=[CH:4][CH:3]=1.CC(=CC)C.[O-]Cl=O.[Na+].[N+](=C[Si](C)(C)C)=[N-].C1C[O:49][CH2:48]C1. The catalyst is O.C1(C)C=CC=CC=1.CO.C(O)(=O)C.CC(O)(C)C. The product is [CH2:1]([N:8]1[CH2:9][C:10]2([CH2:15][CH2:14][N:13]([C:16]([O:18][C:19]([CH3:20])([CH3:22])[CH3:21])=[O:17])[CH2:12][CH2:11]2)[O:23][CH:24]([C:26]([O:49][CH3:48])=[O:29])[CH2:25]1)[C:2]1[CH:3]=[CH:4][CH:5]=[CH:6][CH:7]=1. The yield is 0.670. (7) The reactants are [Cl-].O[NH3+:3].[C:4](=[O:7])([O-])[OH:5].[Na+].CS(C)=O.[CH2:13]([C:15]1[N:16]=[C:17]([CH2:48][CH2:49][CH3:50])[N:18]([CH2:33][C:34]2[CH:39]=[CH:38][C:37]([C:40]3[C:41]([C:46]#[N:47])=[CH:42][CH:43]=[CH:44][CH:45]=3)=[CH:36][CH:35]=2)[C:19](=[O:32])[C:20]=1[C:21]1[CH:26]=[CH:25][C:24]([O:27][CH:28]([CH3:30])[CH3:29])=[CH:23][C:22]=1[F:31])[CH3:14]. The catalyst is O. The product is [CH2:13]([C:15]1[N:16]=[C:17]([CH2:48][CH2:49][CH3:50])[N:18]([CH2:33][C:34]2[CH:35]=[CH:36][C:37]([C:40]3[CH:45]=[CH:44][CH:43]=[CH:42][C:41]=3[C:46]3[NH:3][C:4](=[O:7])[O:5][N:47]=3)=[CH:38][CH:39]=2)[C:19](=[O:32])[C:20]=1[C:21]1[CH:26]=[CH:25][C:24]([O:27][CH:28]([CH3:29])[CH3:30])=[CH:23][C:22]=1[F:31])[CH3:14]. The yield is 0.660.